Task: Predict which catalyst facilitates the given reaction.. Dataset: Catalyst prediction with 721,799 reactions and 888 catalyst types from USPTO (1) Reactant: [Br:1][C:2]1[CH:7]=[C:6]([NH:8][C@@H:9]([CH3:13])[CH:10]([OH:12])[CH3:11])[C:5]([N+:14]([O-:16])=[O:15])=[CH:4][N:3]=1.CC(OI1(OC(C)=O)(OC(C)=O)OC(=O)C2C=CC=CC1=2)=O. Product: [Br:1][C:2]1[CH:7]=[C:6]([NH:8][C@@H:9]([CH3:13])[C:10](=[O:12])[CH3:11])[C:5]([N+:14]([O-:16])=[O:15])=[CH:4][N:3]=1. The catalyst class is: 4. (2) Reactant: [NH2:1][C:2]1[CH:3]=[C:4]([C:8]([CH3:12])([CH3:11])[C:9]#[N:10])[CH:5]=[CH:6][CH:7]=1.[CH3:13][O:14][C:15]1[CH:16]=[C:17]([CH:21]=[CH:22][C:23]=1[O:24][CH3:25])[C:18](Cl)=[O:19].C(N(CC)CC)C. Product: [C:9]([C:8]([CH3:12])([CH3:11])[C:4]1[CH:3]=[C:2]([NH:1][C:18](=[O:19])[C:17]2[CH:21]=[CH:22][C:23]([O:24][CH3:25])=[C:15]([O:14][CH3:13])[CH:16]=2)[CH:7]=[CH:6][CH:5]=1)#[N:10]. The catalyst class is: 2. (3) Reactant: [CH:1]1([NH:4][C:5]2[C:6]([NH2:12])=[CH:7][CH:8]=[C:9]([F:11])[CH:10]=2)[CH2:3][CH2:2]1.[OH:13][C:14]([C:17]1[CH:18]=[C:19]([CH:23]=O)[CH:20]=[N:21][CH:22]=1)([CH3:16])[CH3:15].OOS([O-])=O.[K+].C(=O)([O-])[O-].[K+].[K+]. Product: [CH:1]1([N:4]2[C:5]3[CH:10]=[C:9]([F:11])[CH:8]=[CH:7][C:6]=3[N:12]=[C:23]2[C:19]2[CH:18]=[C:17]([C:14]([OH:13])([CH3:15])[CH3:16])[CH:22]=[N:21][CH:20]=2)[CH2:3][CH2:2]1. The catalyst class is: 384.